Dataset: Forward reaction prediction with 1.9M reactions from USPTO patents (1976-2016). Task: Predict the product of the given reaction. (1) Given the reactants [C:1]([C:4]1[O:5][C:6]2[C:11]([C:12](=[O:14])[CH:13]=1)=[C:10]([O:15][CH2:16][CH:17]([OH:34])[CH2:18][O:19][C:20]1[CH:29]=[CH:28][CH:27]=[C:26]3[C:21]=1[C:22](=[O:33])[CH:23]=[C:24]([C:30]([OH:32])=[O:31])[O:25]3)[CH:9]=[CH:8][CH:7]=2)([OH:3])=[O:2].[C:35]([NH:54][C@H:55]([C:59]([O:61][CH2:62][CH:63]([CH2:70][O:71][C:72](=[O:90])[CH2:73][CH2:74][CH2:75][CH2:76][CH2:77][CH2:78][CH2:79][CH2:80][CH2:81][CH2:82][CH2:83][CH2:84][CH2:85][CH2:86][CH2:87][CH2:88][CH3:89])[CH2:64][CH2:65][CH2:66][C:67](O)=[O:68])=[O:60])[CH:56]([CH3:58])[CH3:57])([C:48]1[CH:53]=[CH:52][CH:51]=[CH:50][CH:49]=1)([C:42]1[CH:47]=[CH:46][CH:45]=[CH:44][CH:43]=1)[C:36]1[CH:41]=[CH:40][CH:39]=[CH:38][CH:37]=1.CN(C1C=CC=CN=1)C.C1CCC(N=C=NC2CCCCC2)CC1, predict the reaction product. The product is: [C:35]([NH:54][C@H:55]([C:59]([O:61][CH2:62][CH:63]([CH2:70][O:71][C:72](=[O:90])[CH2:73][CH2:74][CH2:75][CH2:76][CH2:77][CH2:78][CH2:79][CH2:80][CH2:81][CH2:82][CH2:83][CH2:84][CH2:85][CH2:86][CH2:87][CH2:88][CH3:89])[CH2:64][CH2:65][CH2:66][C:67]([O:34][CH:17]([CH2:16][O:15][C:10]1[CH:9]=[CH:8][CH:7]=[C:6]2[C:11]=1[C:12](=[O:14])[CH:13]=[C:4]([C:1]([OH:3])=[O:2])[O:5]2)[CH2:18][O:19][C:20]1[CH:29]=[CH:28][CH:27]=[C:26]2[C:21]=1[C:22](=[O:33])[CH:23]=[C:24]([C:30]([OH:32])=[O:31])[O:25]2)=[O:68])=[O:60])[CH:56]([CH3:58])[CH3:57])([C:36]1[CH:37]=[CH:38][CH:39]=[CH:40][CH:41]=1)([C:42]1[CH:47]=[CH:46][CH:45]=[CH:44][CH:43]=1)[C:48]1[CH:53]=[CH:52][CH:51]=[CH:50][CH:49]=1. (2) Given the reactants [C:1]([O:5][C:6]([N:8]1[CH2:12][C@H:11]([CH:13]=O)[C@@H:10]([CH2:15][C:16]2[CH:21]=[CH:20][CH:19]=[CH:18][CH:17]=2)[CH2:9]1)=[O:7])([CH3:4])([CH3:3])[CH3:2].[NH2:22][C:23]1[CH:24]=[C:25]([CH:28]=[CH:29][CH:30]=1)[C:26]#[N:27].C(O[BH-](OC(=O)C)OC(=O)C)(=O)C.[Na+].CC(O)=O, predict the reaction product. The product is: [C:1]([O:5][C:6]([N:8]1[CH2:12][C@H:11]([CH2:13][NH:22][C:23]2[CH:30]=[CH:29][CH:28]=[C:25]([C:26]#[N:27])[CH:24]=2)[C@@H:10]([CH2:15][C:16]2[CH:21]=[CH:20][CH:19]=[CH:18][CH:17]=2)[CH2:9]1)=[O:7])([CH3:4])([CH3:3])[CH3:2]. (3) Given the reactants [NH2:1][CH:2]1[CH2:7][CH2:6][N:5]([CH2:8][CH2:9][N:10]2[C:19]3[C:14](=[N:15][CH:16]=[C:17]([O:20][CH3:21])[CH:18]=3)[CH:13]=[CH:12][C:11]2=[O:22])[CH2:4][CH2:3]1.[O:23]=[C:24]1[CH2:29][O:28][C:27]2[CH:30]=[CH:31][C:32]([CH:34]=O)=[N:33][C:26]=2[NH:25]1.C(O[BH-](OC(=O)C)OC(=O)C)(=O)C.[Na+].C(=O)([O-])O.[Na+], predict the reaction product. The product is: [O:23]=[C:24]1[CH2:29][O:28][C:27]2[CH:30]=[CH:31][C:32]([CH2:34][NH:1][CH:2]3[CH2:3][CH2:4][N:5]([CH2:8][CH2:9][N:10]4[C:19]5[C:14](=[N:15][CH:16]=[C:17]([O:20][CH3:21])[CH:18]=5)[CH:13]=[CH:12][C:11]4=[O:22])[CH2:6][CH2:7]3)=[N:33][C:26]=2[NH:25]1. (4) Given the reactants [Cl:1]N1C(=O)CCC1=O.[OH:9][C:10]1[CH:11]=[N:12][CH:13]=[C:14]([CH:19]=1)[C:15]([O:17][CH3:18])=[O:16], predict the reaction product. The product is: [Cl:1][C:11]1[C:10]([OH:9])=[CH:19][C:14]([C:15]([O:17][CH3:18])=[O:16])=[CH:13][N:12]=1.